This data is from Reaction yield outcomes from USPTO patents with 853,638 reactions. The task is: Predict the reaction yield, written as a fraction of the theoretical maximum amount of product (1.0 means a 100% yield; for example, 0.34 means a 34% yield). (1) The reactants are [CH2:1]([O:3][C:4]([N:6]1[CH2:12][CH2:11][CH2:10][CH:9]([N:13]2[CH2:18][CH2:17][CH:16]([C:19]([OH:21])=O)[CH2:15][CH2:14]2)[CH2:8][CH2:7]1)=[O:5])[CH3:2].[CH2:22]([NH2:26])[CH:23]([CH3:25])[CH3:24].CN(C(ON1N=NC2C=CC=NC1=2)=[N+](C)C)C.F[P-](F)(F)(F)(F)F.CCN(C(C)C)C(C)C. The product is [CH3:24][CH:23]([CH3:25])[CH2:22][NH:26][C:19]([CH:16]1[CH2:15][CH2:14][N:13]([CH:9]2[CH2:10][CH2:11][CH2:12][N:6]([C:4]([O:3][CH2:1][CH3:2])=[O:5])[CH2:7][CH2:8]2)[CH2:18][CH2:17]1)=[O:21]. The yield is 0.0200. The catalyst is CN(C=O)C. (2) The reactants are [N:1]([C@H:4]1[CH2:8][CH2:7][N:6]([C:9]([O:11][CH2:12][C:13]2[CH:18]=[CH:17][C:16]([N+:19]([O-:21])=[O:20])=[CH:15][CH:14]=2)=[O:10])[CH2:5]1)=[N+]=[N-].C1(P(C2C=CC=CC=2)C2C=CC=CC=2)C=CC=CC=1.O.O.O.O.O.O.O.O.O.O.S([O-])([O-])(=O)=O.[Na+].[Na+]. The catalyst is C(#N)C. The product is [NH2:1][C@H:4]1[CH2:8][CH2:7][N:6]([C:9]([O:11][CH2:12][C:13]2[CH:18]=[CH:17][C:16]([N+:19]([O-:21])=[O:20])=[CH:15][CH:14]=2)=[O:10])[CH2:5]1. The yield is 0.920. (3) The catalyst is CO.ClCCl. The yield is 0.480. The product is [CH3:14][O:15][C:16](=[O:25])[C:17]1[CH:22]=[CH:21][C:20]([CH2:23][NH:2][CH2:3][CH2:4][C:5]2[C:13]3[C:8](=[CH:9][CH:10]=[CH:11][CH:12]=3)[NH:7][CH:6]=2)=[CH:19][CH:18]=1. The reactants are Cl.[NH2:2][CH2:3][CH2:4][C:5]1[C:13]2[C:8](=[CH:9][CH:10]=[CH:11][CH:12]=2)[NH:7][CH:6]=1.[CH3:14][O:15][C:16](=[O:25])[C:17]1[CH:22]=[CH:21][C:20]([CH:23]=O)=[CH:19][CH:18]=1.C(N(CC)CC)C.[BH-](OC(C)=O)(OC(C)=O)OC(C)=O.[Na+].C([O-])(O)=O.[Na+]. (4) The reactants are [NH2:1][C:2]1[N:6]([CH3:7])[C:5]([SH:8])=[N:4][C:3]=1[C:9]([NH2:11])=[O:10].Br[C:13]1[C:21]([CH:22]=[CH2:23])=[CH:20][C:16]2[O:17][CH2:18][O:19][C:15]=2[CH:14]=1. The catalyst is CCOCC. The product is [NH2:1][C:2]1[N:6]([CH3:7])[C:5]([S:8][C:13]2[C:21]([CH:22]=[CH2:23])=[CH:20][C:16]3[O:17][CH2:18][O:19][C:15]=3[CH:14]=2)=[N:4][C:3]=1[C:9]([NH2:11])=[O:10]. The yield is 0.410. (5) The product is [C:51]12([C:45]3[CH:44]=[C:43]([C:67]4[CH:68]=[C:69]5[C:64](=[CH:65][CH:66]=4)[CH:63]=[C:62]([Br:61])[CH:71]=[CH:70]5)[CH:48]=[CH:47][C:46]=3[O:49][CH3:50])[CH2:52][CH:53]3[CH2:54][CH:55]([CH2:56][CH:57]([CH2:59]3)[CH2:58]1)[CH2:60]2. The yield is 0.250. The catalyst is C1C=CC([P]([Pd]([P](C2C=CC=CC=2)(C2C=CC=CC=2)C2C=CC=CC=2)([P](C2C=CC=CC=2)(C2C=CC=CC=2)C2C=CC=CC=2)[P](C2C=CC=CC=2)(C2C=CC=CC=2)C2C=CC=CC=2)(C2C=CC=CC=2)C2C=CC=CC=2)=CC=1.O. The reactants are [C:51]12([C:45]3[CH:44]=[C:43](B4OB([C:43]5[CH:48]=[CH:47][C:46]([O:49][CH3:50])=[C:45]([C:51]67[CH2:52][CH:53]8[CH2:59][CH:57]([CH2:56][CH:55]([CH2:54]8)[CH2:60]6)[CH2:58]7)[CH:44]=5)OB([C:43]5[CH:48]=[CH:47][C:46]([O:49][CH3:50])=[C:45]([C:51]67[CH2:60][CH:55]8[CH2:56][CH:57]([CH2:59][CH:53]([CH2:54]8)[CH2:52]6)[CH2:58]7)[CH:44]=5)O4)[CH:48]=[CH:47][C:46]=3[O:49][CH3:50])[CH2:52][CH:53]3[CH2:59][CH:57]([CH2:56][CH:55]([CH2:54]3)[CH2:60]1)[CH2:58]2.[Br:61][C:62]1[CH:71]=[CH:70][C:69]2[C:64](=[CH:65][CH:66]=[C:67](Br)[CH:68]=2)[CH:63]=1.[O-]P([O-])([O-])=O.[K+].[K+].[K+].C1COCC1. (6) The catalyst is CCOC(C)=O. The yield is 0.740. The product is [C:1]([O:5][C:6]([N:8]1[CH2:9][C@H:10]([CH2:25][OH:26])[N:11]([CH2:15][C:28]2[CH:33]=[CH:32][CH:31]=[CH:30][CH:29]=2)[CH2:12][C@H:13]1[CH3:14])=[O:7])([CH3:2])([CH3:3])[CH3:4]. The reactants are [C:1]([O:5][C:6]([N:8]1[C@H:13]([CH3:14])[CH2:12][N:11]([C:15](OCC2C=CC=CC=2)=O)[C@@H:10]([CH2:25][OH:26])[CH2:9]1)=[O:7])([CH3:4])([CH3:3])[CH3:2].C(=O)[C:28]1[CH:33]=[CH:32][CH:31]=[CH:30][CH:29]=1.C(O[BH-](OC(=O)C)OC(=O)C)(=O)C.[Na+].ClCCCl. (7) The reactants are [C:1](Cl)(=[O:3])[CH3:2].[Cl:5][C:6]1[CH:7]=[CH:8][C:9]2[N:15]([CH2:16][C:17]([CH3:21])([CH3:20])[CH2:18][OH:19])[C:14](=[O:22])[C@@H:13]([CH2:23][C:24]([NH:26][C:27]3[CH:28]=[C:29]([CH2:33][CH2:34][C:35]([OH:37])=[O:36])[CH:30]=[CH:31][CH:32]=3)=[O:25])[O:12][C@H:11]([C:38]3[CH:43]=[CH:42][CH:41]=[C:40]([O:44][CH3:45])[C:39]=3[O:46][CH3:47])[C:10]=2[CH:48]=1.N1C=CC=CC=1.C(OCC)(=O)C. The catalyst is O. The product is [C:1]([O:19][CH2:18][C:17]([CH3:21])([CH3:20])[CH2:16][N:15]1[C:9]2[CH:8]=[CH:7][C:6]([Cl:5])=[CH:48][C:10]=2[C@@H:11]([C:38]2[CH:43]=[CH:42][CH:41]=[C:40]([O:44][CH3:45])[C:39]=2[O:46][CH3:47])[O:12][C@H:13]([CH2:23][C:24]([NH:26][C:27]2[CH:28]=[C:29]([CH2:33][CH2:34][C:35]([OH:37])=[O:36])[CH:30]=[CH:31][CH:32]=2)=[O:25])[C:14]1=[O:22])(=[O:3])[CH3:2]. The yield is 0.770. (8) The reactants are [F:1][C:2]1[CH:3]=[C:4]([NH2:21])[CH:5]=[CH:6][C:7]=1[O:8][C:9]1[C:10]2[N:17]([CH2:18][O:19][CH3:20])[CH:16]=[CH:15][C:11]=2[N:12]=[CH:13][N:14]=1.[C:22]1([CH2:28][C:29]([N:31]=[C:32]=[S:33])=[O:30])[CH:27]=[CH:26][CH:25]=[CH:24][CH:23]=1. The catalyst is C1COCC1. The product is [F:1][C:2]1[CH:3]=[C:4]([NH:21][C:32]([NH:31][C:29](=[O:30])[CH2:28][C:22]2[CH:23]=[CH:24][CH:25]=[CH:26][CH:27]=2)=[S:33])[CH:5]=[CH:6][C:7]=1[O:8][C:9]1[C:10]2[N:17]([CH2:18][O:19][CH3:20])[CH:16]=[CH:15][C:11]=2[N:12]=[CH:13][N:14]=1. The yield is 0.330. (9) The reactants are [Br:1][C:2]1[C:3]([F:16])=[CH:4][CH:5]=[C:6]2[C:11]=1[N:10]=[C:9](Cl)[N:8]([CH2:13][CH3:14])[C:7]2=[O:15].[C:17]([NH2:21])([CH3:20])([CH3:19])[CH3:18]. The catalyst is CN1C(=O)CCC1. The product is [Br:1][C:2]1[C:3]([F:16])=[CH:4][CH:5]=[C:6]2[C:11]=1[N:10]=[C:9]([NH:21][C:17]([CH3:20])([CH3:19])[CH3:18])[N:8]([CH2:13][CH3:14])[C:7]2=[O:15]. The yield is 0.930.